Task: Predict the reactants needed to synthesize the given product.. Dataset: Full USPTO retrosynthesis dataset with 1.9M reactions from patents (1976-2016) (1) Given the product [CH2:1]([O:8][C:9]1[CH:14]=[CH:13][C:12]([OH:15])=[C:11]([C:16]2[N:20]=[CH:19][N:18]([C:29]([C:30]3[CH:35]=[CH:34][CH:33]=[CH:32][CH:31]=3)([C:42]3[CH:43]=[CH:44][CH:45]=[CH:46][CH:47]=3)[C:36]3[CH:37]=[CH:38][CH:39]=[CH:40][CH:41]=3)[CH:17]=2)[CH:10]=1)[C:2]1[CH:3]=[CH:4][CH:5]=[CH:6][CH:7]=1, predict the reactants needed to synthesize it. The reactants are: [CH2:1]([O:8][C:9]1[CH:14]=[CH:13][C:12]([OH:15])=[C:11]([C:16]2[NH:20][CH:19]=[N:18][CH:17]=2)[CH:10]=1)[C:2]1[CH:7]=[CH:6][CH:5]=[CH:4][CH:3]=1.C(N(CC)CC)C.Cl[C:29]([C:42]1[CH:47]=[CH:46][CH:45]=[CH:44][CH:43]=1)([C:36]1[CH:41]=[CH:40][CH:39]=[CH:38][CH:37]=1)[C:30]1[CH:35]=[CH:34][CH:33]=[CH:32][CH:31]=1. (2) Given the product [NH2:32][C:37]1[CH:36]=[CH:35][C:34]([O:31][C:29]([O:12][C@@H:7]([C:3]2[CH:2]=[C:1]([C:13]3[CH:18]=[CH:17][CH:16]=[CH:15][CH:14]=3)[CH:6]=[CH:5][CH:4]=2)[C:8]([CH3:10])([CH3:11])[CH3:9])=[O:30])=[CH:33][CH:39]=1, predict the reactants needed to synthesize it. The reactants are: [C:1]1([C:13]2[CH:18]=[CH:17][CH:16]=[CH:15][CH:14]=2)[CH:6]=[CH:5][CH:4]=[C:3]([CH:7]([OH:12])[C:8]([CH3:11])([CH3:10])[CH3:9])[CH:2]=1.C1C([N+]([O-])=O)=CC=C([Cl-][C:29]([O-:31])=[O:30])C=1.[N:32]1[CH:37]=[CH:36][CH:35]=[CH:34][CH:33]=1.Cl[CH2:39]CCl. (3) Given the product [CH2:21]([O:20][C:19](=[O:23])[NH:18][CH:8]1[CH2:9][CH2:10][C:11]2[C:16](=[CH:15][C:14]([O:17][CH2:35][CH2:36][N:37]([CH3:44])[S:38]([CH2:41][CH2:42][CH3:43])(=[O:40])=[O:39])=[CH:13][CH:12]=2)[CH:7]1[CH2:6][C:5]1[CH:24]=[CH:25][C:2]([Cl:1])=[CH:3][CH:4]=1)[CH3:22], predict the reactants needed to synthesize it. The reactants are: [Cl:1][C:2]1[CH:25]=[CH:24][C:5]([CH2:6][CH:7]2[C:16]3[C:11](=[CH:12][CH:13]=[C:14]([OH:17])[CH:15]=3)[CH2:10][CH2:9][CH:8]2[NH:18][C:19](=[O:23])[O:20][CH2:21][CH3:22])=[CH:4][CH:3]=1.[H-].[Na+].C(S(O[CH2:35][CH2:36][N:37]([CH3:44])[S:38]([CH2:41][CH2:42][CH3:43])(=[O:40])=[O:39])(=O)=O)CC.C(OCC)(=O)C. (4) Given the product [S:1]1[CH:5]=[CH:4][CH:3]=[C:2]1[C:6]1([C:7]#[N:8])[CH2:11][CH2:10]1, predict the reactants needed to synthesize it. The reactants are: [S:1]1[CH:5]=[CH:4][CH:3]=[C:2]1[CH2:6][C:7]#[N:8].Br[CH2:10][CH2:11]Cl. (5) Given the product [CH:1]([N:4]1[C:8]([CH:9]2[CH2:14][CH2:13][N:12]([CH3:15])[CH2:11][CH2:10]2)=[CH:7][C:6]([C:19]2[CH:20]=[C:21]([C:26]([F:29])([F:28])[F:27])[C:22]([NH2:25])=[N:23][CH:24]=2)=[N:5]1)([CH3:3])[CH3:2], predict the reactants needed to synthesize it. The reactants are: [CH:1]([N:4]1[C:8]([CH:9]2[CH2:14][CH2:13][N:12]([CH:15]3COC3)[CH2:11][CH2:10]2)=[CH:7][C:6]([C:19]2[CH:20]=[C:21]([C:26]([F:29])([F:28])[F:27])[C:22]([NH2:25])=[N:23][CH:24]=2)=[N:5]1)([CH3:3])[CH3:2].IC1C=C(C2CCN(C)CC2)N(C(C)C)N=1. (6) Given the product [CH3:2][O:3][C:4]([CH3:24])([CH3:23])[CH2:5][CH2:6][CH2:7][CH:8]([C:10]1[S:14][C:13]([NH:15][C:16](=[O:22])[C@@H:17]([NH:21][CH:31]2[CH2:32][CH2:33][C:34]3[C:29](=[CH:28][CH:27]=[CH:26][CH:25]=3)[CH2:30]2)[CH2:18][CH2:19][CH3:20])=[N:12][CH:11]=1)[CH3:9].[OH:3][C:4]([CH3:24])([CH3:23])[CH2:5][CH2:6][CH2:7][CH:8]([C:10]1[S:14][C:13]([NH:15][C:16](=[O:22])[C@@H:17]([NH:21][CH:31]2[CH2:32][CH2:33][C:34]3[C:29](=[CH:28][CH:27]=[CH:26][CH:25]=3)[CH2:30]2)[CH2:18][CH2:19][CH3:20])=[N:12][CH:11]=1)[CH3:9], predict the reactants needed to synthesize it. The reactants are: Cl.[CH3:2][O:3][C:4]([CH3:24])([CH3:23])[CH2:5][CH2:6][CH2:7][CH:8]([C:10]1[S:14][C:13]([NH:15][C:16](=[O:22])[C@@H:17]([NH2:21])[CH2:18][CH2:19][CH3:20])=[N:12][CH:11]=1)[CH3:9].[CH2:25]1[C:34]2[C:29](=[CH:30][CH:31]=[CH:32][CH:33]=2)[CH2:28][CH2:27][C:26]1=O.C(O[BH-](OC(=O)C)OC(=O)C)(=O)C.[Na+]. (7) Given the product [F:1][C:2]([F:7])([F:6])[C:3]([OH:5])=[O:4].[CH:45]([NH:8][C@@H:9]1[CH2:14][CH2:13][C@H:12]([N:15]2[CH2:19][CH2:18][CH:17]([C:20]3[NH:24][C:23]4[C:25]([C:29]([F:30])([F:31])[F:32])=[CH:26][CH:27]=[CH:28][C:22]=4[N:21]=3)[C:16]2=[O:33])[C@H:11]([CH2:34][S:35]([C:38]2[CH:39]=[CH:40][CH:41]=[CH:42][CH:43]=2)(=[O:36])=[O:37])[CH2:10]1)([CH3:47])[CH3:44], predict the reactants needed to synthesize it. The reactants are: [F:1][C:2]([F:7])([F:6])[C:3]([OH:5])=[O:4].[NH2:8][C@@H:9]1[CH2:14][CH2:13][C@H:12]([N:15]2[CH2:19][CH2:18][CH:17]([C:20]3[NH:24][C:23]4[C:25]([C:29]([F:32])([F:31])[F:30])=[CH:26][CH:27]=[CH:28][C:22]=4[N:21]=3)[C:16]2=[O:33])[C@H:11]([CH2:34][S:35]([C:38]2[CH:43]=[CH:42][CH:41]=[CH:40][CH:39]=2)(=[O:37])=[O:36])[CH2:10]1.[CH3:44][C:45]([CH3:47])=O.C(O)(=O)C.C(O[BH-](OC(=O)C)OC(=O)C)(=O)C.[Na+]. (8) Given the product [Cl:1][C:2]1[CH:3]=[C:4]([S:8]([N:11]2[CH2:17][CH2:16][CH2:15][CH:14]([NH:18][C:19]([C@@H:20]([NH:25][C:37]([C:29]3[O:28][C:32]4[CH:33]=[CH:34][CH:35]=[CH:36][C:31]=4[CH:30]=3)=[O:38])[CH2:21][CH:22]([CH3:24])[CH3:23])=[O:26])[CH:13]([OH:27])[CH2:12]2)(=[O:9])=[O:10])[CH:5]=[CH:6][CH:7]=1, predict the reactants needed to synthesize it. The reactants are: [Cl:1][C:2]1[CH:3]=[C:4]([S:8]([N:11]2[CH2:17][CH2:16][CH2:15][CH:14]([NH:18][C:19](=[O:26])[C@@H:20]([NH2:25])[CH2:21][CH:22]([CH3:24])[CH3:23])[CH:13]([OH:27])[CH2:12]2)(=[O:10])=[O:9])[CH:5]=[CH:6][CH:7]=1.[O:28]1[C:32]2[CH:33]=[CH:34][CH:35]=[CH:36][C:31]=2[CH:30]=[C:29]1[C:37](O)=[O:38].ON1C2C=CC=CC=2N=N1.